Dataset: Catalyst prediction with 721,799 reactions and 888 catalyst types from USPTO. Task: Predict which catalyst facilitates the given reaction. (1) Reactant: [Cl:1][C:2]1[CH:3]=[C:4]([C@:9]23[CH2:15][C@@:14]2([CH2:16][O:17][CH3:18])[CH2:13][NH:12][CH2:11][CH2:10]3)[CH:5]=[CH:6][C:7]=1[Cl:8].[C:19]([OH:26])(=[O:25])[CH2:20][CH2:21][C:22]([OH:24])=[O:23]. Product: [C:19]([OH:26])(=[O:25])[CH2:20][CH2:21][C:22]([OH:24])=[O:23].[Cl:1][C:2]1[CH:3]=[C:4]([C@:9]23[CH2:15][C@@:14]2([CH2:16][O:17][CH3:18])[CH2:13][NH:12][CH2:11][CH2:10]3)[CH:5]=[CH:6][C:7]=1[Cl:8]. The catalyst class is: 32. (2) Reactant: [CH3:1][NH:2][C:3]1[CH:8]=[CH:7][CH:6]=[CH:5][CH:4]=1.Cl[C:10]1[CH:15]=[C:14]([Cl:16])[N:13]=[C:12]([NH2:17])[N:11]=1.Cl. Product: [Cl:16][C:14]1[N:13]=[C:12]([NH2:17])[N:11]=[C:10]([N:2]([CH3:1])[C:3]2[CH:8]=[CH:7][CH:6]=[CH:5][CH:4]=2)[CH:15]=1. The catalyst class is: 12.